From a dataset of Reaction yield outcomes from USPTO patents with 853,638 reactions. Predict the reaction yield, written as a fraction of the theoretical maximum amount of product (1.0 means a 100% yield; for example, 0.34 means a 34% yield). (1) The reactants are Br[C:2]1[CH:7]=[CH:6][C:5]([C:8]2[N:13]=[CH:12][C:11]([O:14][CH2:15][CH:16]3[CH2:21][CH2:20][N:19]([C:22]([O:24][C:25]([CH3:28])([CH3:27])[CH3:26])=[O:23])[CH2:18][CH2:17]3)=[CH:10][N:9]=2)=[CH:4][CH:3]=1.[Na+].[CH3:30][S:31]([O-:33])=[O:32].N1CCC[C@H]1C(O)=O.[OH-].[Na+]. The catalyst is CS(C)=O.[Cu]I. The product is [CH3:30][S:31]([C:2]1[CH:7]=[CH:6][C:5]([C:8]2[N:13]=[CH:12][C:11]([O:14][CH2:15][CH:16]3[CH2:21][CH2:20][N:19]([C:22]([O:24][C:25]([CH3:28])([CH3:27])[CH3:26])=[O:23])[CH2:18][CH2:17]3)=[CH:10][N:9]=2)=[CH:4][CH:3]=1)(=[O:33])=[O:32]. The yield is 0.310. (2) The reactants are Cl[C:2]1[N:7]=[C:6]([NH:8][C:9]2[CH:18]=[CH:17][CH:16]=[CH:15][C:10]=2[C:11]([NH:13][CH3:14])=[O:12])[C:5]([Cl:19])=[CH:4][N:3]=1.[NH2:20][C:21]1[C:22]([O:34][CH3:35])=[CH:23][C:24]2[N:30]([CH3:31])[C:29](=[O:32])[O:28][CH2:27][CH2:26][C:25]=2[CH:33]=1. No catalyst specified. The product is [Cl:19][C:5]1[C:6]([NH:8][C:9]2[CH:18]=[CH:17][CH:16]=[CH:15][C:10]=2[C:11]([NH:13][CH3:14])=[O:12])=[N:7][C:2]([NH:20][C:21]2[C:22]([O:34][CH3:35])=[CH:23][C:24]3[N:30]([CH3:31])[C:29](=[O:32])[O:28][CH2:27][CH2:26][C:25]=3[CH:33]=2)=[N:3][CH:4]=1. The yield is 0.260. (3) The reactants are [N+:1]([C:4]1[CH:14]=[CH:13][C:7]2[NH:8][C:9](=[O:12])[CH2:10][O:11][C:6]=2[CH:5]=1)([O-])=O.CO. The catalyst is [Pd].CCOC(C)=O. The product is [NH2:1][C:4]1[CH:14]=[CH:13][C:7]2[NH:8][C:9](=[O:12])[CH2:10][O:11][C:6]=2[CH:5]=1. The yield is 0.910. (4) The reactants are [C:1]([O:5][C:6]([N:8]1[CH2:11][C:10](=O)[CH2:9]1)=[O:7])([CH3:4])([CH3:3])[CH3:2].[CH3:13][C:14]1([OH:18])[CH2:17][NH:16][CH2:15]1.C(O[BH-](OC(=O)C)OC(=O)C)(=O)C.[Na+]. The catalyst is ClCCCl. The product is [C:1]([O:5][C:6]([N:8]1[CH2:11][CH:10]([N:16]2[CH2:17][C:14]([OH:18])([CH3:13])[CH2:15]2)[CH2:9]1)=[O:7])([CH3:4])([CH3:3])[CH3:2]. The yield is 0.300. (5) The reactants are [C:1]([C:5]1[S:9][C:8]([C:10]2[CH:15]=[CH:14][CH:13]=[CH:12][C:11]=2[N+:16]([O-])=O)=[N:7][CH:6]=1)([CH3:4])([CH3:3])[CH3:2].[NH4+].[Cl-]. The catalyst is C(O)(C)C.[Fe]. The product is [C:1]([C:5]1[S:9][C:8]([C:10]2[CH:15]=[CH:14][CH:13]=[CH:12][C:11]=2[NH2:16])=[N:7][CH:6]=1)([CH3:4])([CH3:2])[CH3:3]. The yield is 0.770. (6) The reactants are Br[C:2]1[C:7]([O:8][CH3:9])=[CH:6][CH:5]=[CH:4][N:3]=1.C([Sn](CCCC)(CCCC)[C:15]([O:17][CH2:18][CH3:19])=[CH2:16])CCC. The catalyst is [Cu]I.CN(C=O)C. The product is [CH2:18]([O:17][C:15]([C:2]1[C:7]([O:8][CH3:9])=[CH:6][CH:5]=[CH:4][N:3]=1)=[CH2:16])[CH3:19]. The yield is 0.840.